This data is from Full USPTO retrosynthesis dataset with 1.9M reactions from patents (1976-2016). The task is: Predict the reactants needed to synthesize the given product. (1) Given the product [O:20]1[C@H:15]2[C@@H:14]3[C@H:19]([CH2:18][CH2:17][CH2:16]2)[N:10]([C:8]([O:7][CH3:6])=[O:9])[CH2:11][CH2:12][N:13]3[S:1]1(=[O:3])=[O:2], predict the reactants needed to synthesize it. The reactants are: [S:1](Cl)(Cl)(=[O:3])=[O:2].[CH3:6][O:7][C:8]([N:10]1[C@@H:19]2[C@@H:14]([C@H:15]([OH:20])[CH2:16][CH2:17][CH2:18]2)[NH:13][CH2:12][CH2:11]1)=[O:9].C(N(CC)CC)C. (2) Given the product [CH2:20]([NH:16][C:4](=[O:6])[C:3]1[CH:7]=[C:8]([N+:11]([O-:13])=[O:12])[CH:9]=[CH:10][C:2]=1[Cl:1])[CH3:19], predict the reactants needed to synthesize it. The reactants are: [Cl:1][C:2]1[CH:10]=[CH:9][C:8]([N+:11]([O-:13])=[O:12])=[CH:7][C:3]=1[C:4]([OH:6])=O.C(N1C=CN=C1)([N:16]1[CH:20]=[CH:19]N=C1)=O.C(N(CC)CC)C. (3) Given the product [CH:18]([C:17]1[CH:20]=[C:13]([C:6]2[CH:7]=[CH:8][C:3]([C:1]#[N:2])=[CH:4][CH:5]=2)[CH:14]=[N:15][CH:16]=1)=[O:19], predict the reactants needed to synthesize it. The reactants are: [C:1]([C:3]1[CH:8]=[CH:7][C:6](B(O)O)=[CH:5][CH:4]=1)#[N:2].Br[C:13]1[CH:14]=[N:15][CH:16]=[C:17]([CH:20]=1)[CH:18]=[O:19].C(=O)([O-])[O-].[Na+].[Na+].